Dataset: NCI-60 drug combinations with 297,098 pairs across 59 cell lines. Task: Regression. Given two drug SMILES strings and cell line genomic features, predict the synergy score measuring deviation from expected non-interaction effect. (1) Drug 1: C1C(C(OC1N2C=NC(=NC2=O)N)CO)O. Drug 2: C1CCC(C(C1)N)N.C(=O)(C(=O)[O-])[O-].[Pt+4]. Cell line: SF-295. Synergy scores: CSS=40.0, Synergy_ZIP=-3.35, Synergy_Bliss=1.07, Synergy_Loewe=5.18, Synergy_HSA=6.05. (2) Drug 1: CC1=CC2C(CCC3(C2CCC3(C(=O)C)OC(=O)C)C)C4(C1=CC(=O)CC4)C. Drug 2: C1=NNC2=C1C(=O)NC=N2. Cell line: IGROV1. Synergy scores: CSS=1.00, Synergy_ZIP=-0.717, Synergy_Bliss=-1.49, Synergy_Loewe=-3.65, Synergy_HSA=-3.51. (3) Drug 1: C1CC(C1)(C(=O)O)C(=O)O.[NH2-].[NH2-].[Pt+2]. Drug 2: CC1(CCCN1)C2=NC3=C(C=CC=C3N2)C(=O)N. Cell line: SK-OV-3. Synergy scores: CSS=8.38, Synergy_ZIP=-0.834, Synergy_Bliss=2.39, Synergy_Loewe=-2.99, Synergy_HSA=0.200.